From a dataset of Catalyst prediction with 721,799 reactions and 888 catalyst types from USPTO. Predict which catalyst facilitates the given reaction. (1) Reactant: [C:1]([O:5][C:6](=[O:21])[C@H:7]([CH2:16][CH2:17][CH2:18][CH2:19][CH3:20])[C@H:8]([OH:15])[CH2:9][CH2:10][CH2:11][CH2:12][CH2:13][CH3:14])([CH3:4])([CH3:3])[CH3:2].[C:22](C1C=CC=C(C(C)(C)C)N=1)(C)(C)C.O(C)S(C(F)(F)F)(=O)=O.[Cl-].[NH4+]. Product: [C:1]([O:5][C:6](=[O:21])[C@H:7]([CH2:16][CH2:17][CH2:18][CH2:19][CH3:20])[C@H:8]([O:15][CH3:22])[CH2:9][CH2:10][CH2:11][CH2:12][CH2:13][CH3:14])([CH3:3])([CH3:4])[CH3:2]. The catalyst class is: 4. (2) Reactant: [CH3:1][O:2]/[CH:3]=[C:4](\[C:9]1[CH:14]=[CH:13][CH:12]=[CH:11][C:10]=1[CH2:15][O:16][C:17]1[CH:22]=[C:21]([CH3:23])[C:20]([C:24](=O)/[CH:25]=[CH:26]/[N:27]([CH3:29])C)=[CH:19][C:18]=1[CH3:31])/[C:5]([O:7][CH3:8])=[O:6].C[NH:33]O. Product: [CH3:1][O:2]/[CH:3]=[C:4](\[C:9]1[CH:14]=[CH:13][CH:12]=[CH:11][C:10]=1[CH2:15][O:16][C:17]1[CH:22]=[C:21]([CH3:23])[C:20]([C:24]2[CH:25]=[CH:26][N:27]([CH3:29])[N:33]=2)=[CH:19][C:18]=1[CH3:31])/[C:5]([O:7][CH3:8])=[O:6]. The catalyst class is: 5. (3) Reactant: Br[C:2]1[CH:35]=[CH:34][C:5]([CH2:6][CH2:7][NH:8][C:9]([C:11]2[CH:33]=[CH:32][C:14]([O:15][C:16]3[CH:25]=[C:24]4[C:19]([CH:20]([C:26]([O:28][CH2:29][CH3:30])=[O:27])[CH2:21][CH2:22][O:23]4)=[CH:18][C:17]=3[Cl:31])=[CH:13][CH:12]=2)=[O:10])=[CH:4][CH:3]=1.P([O-])([O-])([O-])=O.[K+].[K+].[K+].C1(P([CH:57]2[CH2:62][CH2:61]CCC2)C2CCCCC2)CCCCC1.C1(B(O)O)CC1. Product: [Cl:31][C:17]1[CH:18]=[C:19]2[C:24](=[CH:25][C:16]=1[O:15][C:14]1[CH:32]=[CH:33][C:11]([C:9](=[O:10])[NH:8][CH2:7][CH2:6][C:5]3[CH:34]=[CH:35][C:2]([CH:61]4[CH2:62][CH2:57]4)=[CH:3][CH:4]=3)=[CH:12][CH:13]=1)[O:23][CH2:22][CH2:21][CH:20]2[C:26]([O:28][CH2:29][CH3:30])=[O:27]. The catalyst class is: 493.